Dataset: Reaction yield outcomes from USPTO patents with 853,638 reactions. Task: Predict the reaction yield, written as a fraction of the theoretical maximum amount of product (1.0 means a 100% yield; for example, 0.34 means a 34% yield). The reactants are [F:1][C:2]1[CH:7]=[CH:6][C:5]([C:8]2[C:17]([C:18]3[CH:23]=[CH:22][C:21]([F:24])=[CH:20][CH:19]=3)=[CH:16][C:15]([O:25]C)=[C:14]3[C:9]=2[C:10](=[O:27])[NH:11][CH:12]=[N:13]3)=[CH:4][CH:3]=1.B(Br)(Br)Br.CO. The catalyst is ClCCl. The product is [F:1][C:2]1[CH:3]=[CH:4][C:5]([C:8]2[C:17]([C:18]3[CH:23]=[CH:22][C:21]([F:24])=[CH:20][CH:19]=3)=[CH:16][C:15]([OH:25])=[C:14]3[C:9]=2[C:10](=[O:27])[NH:11][CH:12]=[N:13]3)=[CH:6][CH:7]=1. The yield is 0.630.